This data is from Reaction yield outcomes from USPTO patents with 853,638 reactions. The task is: Predict the reaction yield, written as a fraction of the theoretical maximum amount of product (1.0 means a 100% yield; for example, 0.34 means a 34% yield). (1) The yield is 0.217. The product is [NH2:9][C:10]1[N:11](/[C:17](=[N:18]/[CH:19]2[CH2:23][CH2:22][CH2:21][CH2:20]2)/[C:8]([C:5]2[CH:6]=[CH:7][C:2]([Br:1])=[CH:3][CH:4]=2)=[O:24])[N:12]=[CH:13][C:14]=1[C:15]#[N:16]. The reactants are [Br:1][C:2]1[CH:7]=[CH:6][C:5]([C:8]2[NH:9][C:10]3[N:11]([C:17]=2[NH:18][CH:19]2[CH2:23][CH2:22][CH2:21][CH2:20]2)[N:12]=[CH:13][C:14]=3[C:15]#[N:16])=[CH:4][CH:3]=1.[OH2:24]. The catalyst is CS(C)=O.ClCCl. (2) The reactants are [F:1][C:2]1[CH:7]=[C:6](B2OC(C)(C)C(C)(C)O2)[CH:5]=[CH:4][C:3]=1[C:17]1[N:18]=[CH:19][C:20]([NH2:23])=[N:21][CH:22]=1.Br[C:25]1[C:26]([O:31][CH2:32][CH:33]2[CH2:37][CH2:36][N:35]([C:38]([O:40][C:41]([CH3:44])([CH3:43])[CH3:42])=[O:39])[CH2:34]2)=[N:27][CH:28]=[CH:29][CH:30]=1. No catalyst specified. The product is [NH2:23][C:20]1[N:21]=[CH:22][C:17]([C:3]2[CH:4]=[CH:5][C:6]([C:25]3[C:26]([O:31][CH2:32][CH:33]4[CH2:37][CH2:36][N:35]([C:38]([O:40][C:41]([CH3:44])([CH3:43])[CH3:42])=[O:39])[CH2:34]4)=[N:27][CH:28]=[CH:29][CH:30]=3)=[CH:7][C:2]=2[F:1])=[N:18][CH:19]=1. The yield is 0.540. (3) The reactants are [Cl:1][C:2]1[C:3]([O:12][C:13]2[CH:18]=[C:17]([O:19][CH2:20][CH2:21][O:22][CH3:23])[CH:16]=[CH:15][C:14]=2[CH:24]([CH3:29])[CH2:25][C:26](O)=[O:27])=[N:4][CH:5]=[C:6]([C:8]([F:11])([F:10])[F:9])[CH:7]=1.[CH3:30][O:31][CH2:32][CH2:33][CH2:34][S:35]([NH2:38])(=[O:37])=[O:36].N12CCCN=C1CCCCC2. The catalyst is O1CCCC1. The product is [Cl:1][C:2]1[C:3]([O:12][C:13]2[CH:18]=[C:17]([O:19][CH2:20][CH2:21][O:22][CH3:23])[CH:16]=[CH:15][C:14]=2[CH:24]([CH3:29])[CH2:25][C:26]([NH:38][S:35]([CH2:34][CH2:33][CH2:32][O:31][CH3:30])(=[O:37])=[O:36])=[O:27])=[N:4][CH:5]=[C:6]([C:8]([F:10])([F:11])[F:9])[CH:7]=1. The yield is 0.490. (4) The reactants are [CH:1]([NH:4][CH:5]([CH3:7])[CH3:6])([CH3:3])C.CN(C)CCN(C)C.C([Li])[CH2:17][CH2:18][CH3:19].CCCCCC.[CH3:27][CH2:28][O:29][C:30]([CH3:32])=[O:31].C1C[O:36][CH2:35]C1. The catalyst is C(=O)=O.CC(C)=O. The product is [NH:4]1[C:5]2[C:6](=[CH:17][CH:18]=[CH:19][CH:7]=2)[C:3]([C:35](=[O:36])[CH2:32][C:30]([O:29][CH2:28][CH3:27])=[O:31])=[CH:1]1. The yield is 0.300. (5) The reactants are [NH2:1][C:2]1[CH:3]=[C:4]([CH:8]([NH:12][C:13]2[CH:18]=[N:17][CH:16]=[C:15]([Cl:19])[N:14]=2)[CH2:9][CH2:10][CH3:11])[CH:5]=[CH:6][CH:7]=1.C(N(CC)CC)C.[C:27](Cl)(=[O:29])[CH3:28]. The catalyst is ClCCl. The product is [Cl:19][C:15]1[N:14]=[C:13]([NH:12][CH:8]([C:4]2[CH:3]=[C:2]([NH:1][C:27](=[O:29])[CH3:28])[CH:7]=[CH:6][CH:5]=2)[CH2:9][CH2:10][CH3:11])[CH:18]=[N:17][CH:16]=1. The yield is 0.820.